This data is from Full USPTO retrosynthesis dataset with 1.9M reactions from patents (1976-2016). The task is: Predict the reactants needed to synthesize the given product. (1) Given the product [OH:2][C:3]1[CH:4]=[C:5]([NH:11][C:12]([NH:14][CH2:15][CH2:16][C:17]2[CH:22]=[CH:21][CH:20]=[CH:19][CH:18]=2)=[S:13])[CH:6]=[CH:7][C:8]=1[OH:9], predict the reactants needed to synthesize it. The reactants are: C[O:2][C:3]1[CH:4]=[C:5]([NH:11][C:12]([NH:14][CH2:15][CH2:16][C:17]2[CH:22]=[CH:21][CH:20]=[CH:19][CH:18]=2)=[S:13])[CH:6]=[CH:7][C:8]=1[O:9]C. (2) Given the product [C:26]([O:30][C:31]([N:33]1[CH2:34][CH2:35][CH:36]([O:39][C:40]2[C:49]3[C:44](=[CH:45][CH:46]=[CH:47][CH:48]=3)[C:43]([NH:50][C:5]([NH:6][C:7]3[N:8]([C:16]4[CH:17]=[CH:18][C:19]([CH3:22])=[CH:20][CH:21]=4)[N:9]=[C:10]([C:12]4([CH3:15])[CH2:13][CH2:14]4)[CH:11]=3)=[O:4])=[CH:42][N:41]=2)[CH2:37][CH2:38]1)=[O:32])([CH3:29])([CH3:27])[CH3:28], predict the reactants needed to synthesize it. The reactants are: ClC(Cl)(Cl)C[O:4][C:5](=O)[NH:6][C:7]1[N:8]([C:16]2[CH:21]=[CH:20][C:19]([CH3:22])=[CH:18][CH:17]=2)[N:9]=[C:10]([C:12]2([CH3:15])[CH2:14][CH2:13]2)[CH:11]=1.[C:26]([O:30][C:31]([N:33]1[CH2:38][CH2:37][CH:36]([O:39][C:40]2[C:49]3[C:44](=[CH:45][CH:46]=[CH:47][CH:48]=3)[C:43]([NH2:50])=[CH:42][N:41]=2)[CH2:35][CH2:34]1)=[O:32])([CH3:29])([CH3:28])[CH3:27].C(N(C(C)C)CC)(C)C.ClCCl.